From a dataset of Catalyst prediction with 721,799 reactions and 888 catalyst types from USPTO. Predict which catalyst facilitates the given reaction. (1) The catalyst class is: 1. Reactant: [NH:1]1[CH2:6][CH2:5][NH:4][CH2:3][CH2:2]1.[F:7][C:8]1[CH:9]=[C:10]([CH:15]=[CH:16][C:17]=1F)[C:11]([O:13][CH3:14])=[O:12]. Product: [F:7][C:8]1[CH:9]=[C:10]([CH:15]=[CH:16][C:17]=1[N:1]1[CH2:6][CH2:5][NH:4][CH2:3][CH2:2]1)[C:11]([O:13][CH3:14])=[O:12]. (2) Reactant: [C:1]([C:3]1[CH:8]=[CH:7][C:6]([N:9]2[C:13](=[O:14])[C:12]([CH3:16])([CH3:15])[N:11]([C:17]3[CH:26]=[CH:25][C:20]([C:21]([NH:23][CH3:24])=[O:22])=[C:19]([F:27])[CH:18]=3)[C:10]2=S)=[CH:5][C:4]=1[C:29]([F:32])([F:31])[F:30])#[N:2].[OH:33]O. Product: [C:1]([C:3]1[CH:8]=[CH:7][C:6]([N:9]2[C:13](=[O:14])[C:12]([CH3:16])([CH3:15])[N:11]([C:17]3[CH:26]=[CH:25][C:20]([C:21]([NH:23][CH3:24])=[O:22])=[C:19]([F:27])[CH:18]=3)[C:10]2=[O:33])=[CH:5][C:4]=1[C:29]([F:32])([F:31])[F:30])#[N:2]. The catalyst class is: 8. (3) Reactant: [C:1]1([P:7]([CH2:14][S:15]C(=O)C)[C:8]2[CH:13]=[CH:12][CH:11]=[CH:10][CH:9]=2)[CH:6]=[CH:5][CH:4]=[CH:3][CH:2]=1.[OH-].[Na+]. The catalyst class is: 5. Product: [C:1]1([P:7]([CH2:14][SH:15])[C:8]2[CH:13]=[CH:12][CH:11]=[CH:10][CH:9]=2)[CH:2]=[CH:3][CH:4]=[CH:5][CH:6]=1.